This data is from Reaction yield outcomes from USPTO patents with 853,638 reactions. The task is: Predict the reaction yield, written as a fraction of the theoretical maximum amount of product (1.0 means a 100% yield; for example, 0.34 means a 34% yield). (1) The reactants are [C:9](O[C:9]([O:11][C:12]([CH3:15])([CH3:14])[CH3:13])=[O:10])([O:11][C:12]([CH3:15])([CH3:14])[CH3:13])=[O:10].[NH2:16][C:17]1[CH:25]=[CH:24][C:20]([CH2:21][CH2:22][OH:23])=[CH:19][CH:18]=1. The catalyst is O1CCCC1. The product is [C:12]([O:11][C:9](=[O:10])[NH:16][C:17]1[CH:25]=[CH:24][C:20]([CH2:21][CH2:22][OH:23])=[CH:19][CH:18]=1)([CH3:13])([CH3:14])[CH3:15]. The yield is 0.940. (2) The reactants are [CH3:1][O:2][C:3]1[CH:8]=[CH:7][C:6]([N:9]2[C:14](=[O:15])[C:13]([C:16]([O:18]CC)=[O:17])=[N:12][C:11]3[CH:21]=[CH:22][CH:23]=[N:24][C:10]2=3)=[CH:5][CH:4]=1.C(=O)([O-])[O-].[K+].[K+]. The catalyst is O1CCOCC1.O. The product is [CH3:1][O:2][C:3]1[CH:4]=[CH:5][C:6]([N:9]2[C:14](=[O:15])[C:13]([C:16]([OH:18])=[O:17])=[N:12][C:11]3[CH:21]=[CH:22][CH:23]=[N:24][C:10]2=3)=[CH:7][CH:8]=1. The yield is 0.980.